Dataset: Full USPTO retrosynthesis dataset with 1.9M reactions from patents (1976-2016). Task: Predict the reactants needed to synthesize the given product. (1) Given the product [C:1]1([C:7]2[C:8]3[CH:16]=[CH:15][CH:14]=[CH:13][C:9]=3[S:10][C:11]=2[NH:12][C:25]([C:17]2[CH2:21][CH2:20][CH2:19][C:18]=2[C:22]([OH:24])=[O:23])=[O:26])[CH:2]=[CH:3][CH:4]=[CH:5][CH:6]=1, predict the reactants needed to synthesize it. The reactants are: [C:1]1([C:7]2[C:8]3[CH:16]=[CH:15][CH:14]=[CH:13][C:9]=3[S:10][C:11]=2[NH2:12])[CH:6]=[CH:5][CH:4]=[CH:3][CH:2]=1.[C:17]12[C:25](=[O:26])[O:24][C:22](=[O:23])[C:18]=1[CH2:19][CH2:20][CH2:21]2. (2) Given the product [CH:37]1([C:35]([NH:34][C:32]2[N:33]=[C:28]3[CH:27]=[CH:26][C:25]([O:24][C:23]4[CH:41]=[CH:42][C:20]([NH:19][C:15]([C:10]5[C:9](=[O:18])[N:8]([C:5]6[CH:4]=[CH:3][C:2]([F:1])=[CH:7][CH:6]=6)[C:13]([CH3:14])=[CH:12][CH:11]=5)=[O:17])=[CH:21][C:22]=4[F:43])=[CH:30][N:29]3[C:31]=2[CH3:40])=[O:36])[CH2:38][CH2:39]1, predict the reactants needed to synthesize it. The reactants are: [F:1][C:2]1[CH:7]=[CH:6][C:5]([N:8]2[C:13]([CH3:14])=[CH:12][CH:11]=[C:10]([C:15]([OH:17])=O)[C:9]2=[O:18])=[CH:4][CH:3]=1.[NH2:19][C:20]1[CH:42]=[CH:41][C:23]([O:24][C:25]2[CH:26]=[CH:27][C:28]3[N:29]([C:31]([CH3:40])=[C:32]([NH:34][C:35]([CH:37]4[CH2:39][CH2:38]4)=[O:36])[N:33]=3)[CH:30]=2)=[C:22]([F:43])[CH:21]=1.C(N(CC)C(C)C)(C)C.CN(C(ON1N=NC2C=CC=NC1=2)=[N+](C)C)C.F[P-](F)(F)(F)(F)F.C(=O)([O-])O.[Na+]. (3) Given the product [CH2:29]([N:36]1[CH2:41][CH2:40][CH:39]([N:42]([CH3:55])[C:43](=[O:54])[CH2:44][O:45][C:46]2[N:51]=[C:50]([CH3:52])[CH:49]=[C:48]([CH3:53])[N:47]=2)[CH2:38][CH2:37]1)[C:30]1[CH:31]=[CH:32][CH:33]=[CH:34][CH:35]=1.[ClH:56].[CH2:29]([N:36]1[CH2:41][CH2:40][CH:39]([N:42]([CH3:55])[C:43](=[O:54])[CH2:44][O:45][C:46]2[N:51]=[C:50]([CH3:52])[CH:49]=[C:48]([CH3:53])[N:47]=2)[CH2:38][CH2:37]1)[C:30]1[CH:31]=[CH:32][CH:33]=[CH:34][CH:35]=1, predict the reactants needed to synthesize it. The reactants are: CC1C=C(C)N=C(OCC(O)=O)N=1.C(N1CCC(NC)CC1)C1C=CC=CC=1.[CH2:29]([N:36]1[CH2:41][CH2:40][CH:39]([N:42]([CH3:55])[C:43](=[O:54])[CH2:44][O:45][C:46]2[N:51]=[C:50]([CH3:52])[CH:49]=[C:48]([CH3:53])[N:47]=2)[CH2:38][CH2:37]1)[C:30]1[CH:35]=[CH:34][CH:33]=[CH:32][CH:31]=1.[ClH:56].C(OCC)(=O)C.